This data is from Forward reaction prediction with 1.9M reactions from USPTO patents (1976-2016). The task is: Predict the product of the given reaction. (1) Given the reactants [CH3:1][C:2]1([CH3:22])[N:6]([C:7]([O:9][C:10]([CH3:13])([CH3:12])[CH3:11])=[O:8])[C@@H:5]([CH2:14][C@H:15]2[CH2:21][CH:20]=[CH:19][CH2:18][O:17][CH2:16]2)[CH2:4][O:3]1, predict the reaction product. The product is: [CH3:1][C:2]1([CH3:22])[N:6]([C:7]([O:9][C:10]([CH3:11])([CH3:12])[CH3:13])=[O:8])[C@@H:5]([CH2:14][C@H:15]2[CH2:21][CH2:20][CH2:19][CH2:18][O:17][CH2:16]2)[CH2:4][O:3]1. (2) The product is: [CH:29]([C:46]1[N:45]=[C:41]([O:42][C:29]2[C:30]3[C:35](=[CH:34][CH:33]=[CH:32][CH:31]=3)[C:26]([NH:25][C:36](=[O:39])[NH:48][C:49]3[C:50]([O:64][CH3:65])=[C:51]([NH:59][S:60]([CH3:63])(=[O:62])=[O:61])[CH:52]=[C:53]([C:55]([CH3:57])([CH3:58])[CH3:56])[CH:54]=3)=[CH:27][CH:28]=2)[CH:27]=[C:26]([CH3:35])[N:25]=1)([CH3:30])[CH3:28]. Given the reactants [C:26]1([NH:25]C2C=CN=C(OC3N=C([NH:25][C:26]4[C:35]5[C:30](=[CH:31][CH:32]=[CH:33][CH:34]=5)[CH:29]=[CH:28][CH:27]=4)C=CN=3)N=2)[C:35]2[C:30](=[CH:31][CH:32]=[CH:33][CH:34]=2)[CH:29]=[CH:28][CH:27]=1.[C:36](=[O:39])(O)[O-].[Na+].[C:41](Cl)(Cl)=[O:42].[N-:45]=[C:46]=O.[NH2:48][C:49]1[C:50]([O:64][CH3:65])=[C:51]([NH:59][S:60]([CH3:63])(=[O:62])=[O:61])[CH:52]=[C:53]([C:55]([CH3:58])([CH3:57])[CH3:56])[CH:54]=1, predict the reaction product. (3) Given the reactants [NH2:1][C:2]1[C:33]([C:34]([F:37])([F:36])[F:35])=[CH:32][C:5]([CH2:6][C@@H:7]([CH2:11][C:12]([N:14]2[CH2:19][CH2:18][CH:17]([N:20]3[CH2:29][C:28]4[C:23](=[CH:24][CH:25]=[C:26]([OH:30])[CH:27]=4)[NH:22][C:21]3=[O:31])[CH2:16][CH2:15]2)=[O:13])[C:8](O)=[O:9])=[CH:4][C:3]=1[Cl:38].[O:39]1[CH2:44][CH2:43][CH:42]([N:45]2[CH2:50][CH2:49][NH:48][CH2:47][CH2:46]2)[CH2:41][CH2:40]1, predict the reaction product. The product is: [NH2:1][C:2]1[C:33]([C:34]([F:37])([F:36])[F:35])=[CH:32][C:5]([CH2:6][C@@H:7]([CH2:11][C:12]([N:14]2[CH2:19][CH2:18][CH:17]([N:20]3[CH2:29][C:28]4[C:23](=[CH:24][CH:25]=[C:26]([OH:30])[CH:27]=4)[NH:22][C:21]3=[O:31])[CH2:16][CH2:15]2)=[O:13])[C:8]([N:48]2[CH2:47][CH2:46][N:45]([CH:42]3[CH2:43][CH2:44][O:39][CH2:40][CH2:41]3)[CH2:50][CH2:49]2)=[O:9])=[CH:4][C:3]=1[Cl:38].